Dataset: Full USPTO retrosynthesis dataset with 1.9M reactions from patents (1976-2016). Task: Predict the reactants needed to synthesize the given product. Given the product [NH2:1][C:2]1[C:3]2[C:10]([C:28]3[CH:27]=[C:26]4[C:31]([CH:32]=[CH:33][C:24]([C:18]5[CH:23]=[CH:22][CH:21]=[CH:20][CH:19]=5)=[N:25]4)=[CH:30][CH:29]=3)=[CH:9][N:8]([C@H:12]3[CH2:15][C@H:14]([CH2:16][OH:17])[CH2:13]3)[C:4]=2[N:5]=[CH:6][N:7]=1, predict the reactants needed to synthesize it. The reactants are: [NH2:1][C:2]1[C:3]2[C:10](I)=[CH:9][N:8]([C@H:12]3[CH2:15][C@H:14]([CH2:16][OH:17])[CH2:13]3)[C:4]=2[N:5]=[CH:6][N:7]=1.[C:18]1([C:24]2[CH:33]=[CH:32][C:31]3[C:26](=[CH:27][C:28](B4OC(C)(C)C(C)(C)C4)=[CH:29][CH:30]=3)[N:25]=2)[CH:23]=[CH:22][CH:21]=[CH:20][CH:19]=1.C([O-])([O-])=O.[Na+].[Na+].O.